From a dataset of Catalyst prediction with 721,799 reactions and 888 catalyst types from USPTO. Predict which catalyst facilitates the given reaction. (1) Reactant: [CH3:1][O:2][C:3]([C:5]1[S:6][C:7]([C:11]#[C:12][C:13]([CH3:16])([CH3:15])[CH3:14])=[CH:8][C:9]=1Br)=[O:4].C([O-])([O-])=O.[K+].[K+].[CH:23]1([CH:29]2[NH:34][C:33](=[O:35])[C@:32]([CH2:37][CH2:38][CH2:39][OH:40])([CH3:36])[O:31][CH2:30]2)[CH2:28][CH2:27][CH2:26][CH2:25][CH2:24]1. Product: [CH3:1][O:2][C:3]([C:5]1[S:6][C:7]([C:11]#[C:12][C:13]([CH3:16])([CH3:15])[CH3:14])=[CH:8][C:9]=1[N:34]1[C@H:29]([CH:23]2[CH2:28][CH2:27][CH2:26][CH2:25][CH2:24]2)[CH2:30][O:31][C@@:32]([CH2:37][CH2:38][CH2:39][OH:40])([CH3:36])[C:33]1=[O:35])=[O:4]. The catalyst class is: 321. (2) Product: [Cl:3][C:4]1[C:5]([F:30])=[C:6]([NH:10][C:11]2[C:20]3[C:15](=[CH:16][C:17]([O:23][CH:24]4[CH2:29][CH2:28][N:27]([C:46](=[O:47])[CH2:45][O:44][CH2:43][CH2:42][O:41][CH3:40])[CH2:26][CH2:25]4)=[C:18]([O:21][CH3:22])[CH:19]=3)[N:14]=[CH:13][N:12]=2)[CH:7]=[CH:8][CH:9]=1. The catalyst class is: 2. Reactant: Cl.Cl.[Cl:3][C:4]1[C:5]([F:30])=[C:6]([NH:10][C:11]2[C:20]3[C:15](=[CH:16][C:17]([O:23][CH:24]4[CH2:29][CH2:28][NH:27][CH2:26][CH2:25]4)=[C:18]([O:21][CH3:22])[CH:19]=3)[N:14]=[CH:13][N:12]=2)[CH:7]=[CH:8][CH:9]=1.C(N(C(C)C)CC)(C)C.[CH3:40][O:41][CH2:42][CH2:43][O:44][CH2:45][C:46](Cl)=[O:47].